Dataset: Forward reaction prediction with 1.9M reactions from USPTO patents (1976-2016). Task: Predict the product of the given reaction. (1) Given the reactants [NH2:1][C:2]1[S:3][C:4]2[CH:10]=[CH:9][CH:8]=[CH:7][C:5]=2[N:6]=1.[CH3:11][O:12][C:13]1[CH:21]=[CH:20][CH:19]=[CH:18][C:14]=1[C:15](Cl)=[O:16], predict the reaction product. The product is: [CH3:11][O:12][C:13]1[CH:21]=[CH:20][CH:19]=[CH:18][C:14]=1[C:15]([NH:1][C:2]1[S:3][C:4]2[CH:10]=[CH:9][CH:8]=[CH:7][C:5]=2[N:6]=1)=[O:16]. (2) Given the reactants [CH3:1][O:2][C:3]1[CH:4]=[C:5]([C:9](=[O:16])[CH2:10][C:11]([O:13][CH2:14][CH3:15])=[O:12])[CH:6]=[CH:7][CH:8]=1.[H-].[Na+].Cl[CH2:20][C:21](=[O:23])[CH3:22].CCCCCC.CCOC(C)=O, predict the reaction product. The product is: [CH2:14]([O:13][C:11](=[O:12])[CH:10]([C:9](=[O:16])[C:5]1[CH:6]=[CH:7][CH:8]=[C:3]([O:2][CH3:1])[CH:4]=1)[CH2:20][C:21](=[O:23])[CH3:22])[CH3:15].